This data is from Reaction yield outcomes from USPTO patents with 853,638 reactions. The task is: Predict the reaction yield, written as a fraction of the theoretical maximum amount of product (1.0 means a 100% yield; for example, 0.34 means a 34% yield). (1) The reactants are [CH3:1][C:2](=[O:7])[CH2:3][C:4](=[O:6])[CH3:5].[CH:8](=O)[C:9]1[CH:14]=[CH:13][CH:12]=[CH:11][CH:10]=1.O. The catalyst is C1C=CC=CC=1.N1CCCCC1.C(O)(=O)C. The product is [CH:8](=[C:3]([C:2](=[O:7])[CH3:1])[C:4](=[O:6])[CH3:5])[C:9]1[CH:14]=[CH:13][CH:12]=[CH:11][CH:10]=1. The yield is 0.950. (2) The reactants are [Br:1][C:2]1[N:7]=[C:6]([C:8](=[O:10])[CH3:9])[C:5]([F:11])=[C:4]([Si:12]([CH2:17][CH3:18])([CH2:15][CH3:16])[CH2:13][CH3:14])[CH:3]=1.[Si](OS(C(F)(F)F)(=O)=O)(C)(C)C.[CH3:31][O:32][CH2:33]OC.C(C1C=CC=C(C(C)(C)C)N=1)(C)(C)C. The catalyst is ClCCl. The product is [Br:1][C:2]1[N:7]=[C:6]([C:8](=[O:10])[CH2:9][CH2:31][O:32][CH3:33])[C:5]([F:11])=[C:4]([Si:12]([CH2:15][CH3:16])([CH2:13][CH3:14])[CH2:17][CH3:18])[CH:3]=1. The yield is 0.720.